From a dataset of Reaction yield outcomes from USPTO patents with 853,638 reactions. Predict the reaction yield, written as a fraction of the theoretical maximum amount of product (1.0 means a 100% yield; for example, 0.34 means a 34% yield). (1) The reactants are [CH2:1]([N:8]1[C:16]2[C:11](=[CH:12][CH:13]=[CH:14][CH:15]=2)[C@:10]2([CH2:18][C@H:17]2[C:19]2[CH:27]=[C:26]3[C:22]([CH:23]=[N:24][N:25]3[CH2:28][C:29]3[CH:34]=[CH:33][CH:32]=[CH:31][CH:30]=3)=[CH:21][CH:20]=2)[C:9]1=[O:35])[C:2]1[CH:7]=[CH:6][CH:5]=[CH:4][CH:3]=1.CS(O[C@@H](C1C=C2C(C=NN2CC2C=CC=CC=2)=CC=1)COS(C)(=O)=O)(=O)=O.C(N1C2C(=CC([F:80])=CC=2)CC1=O)C1C=CC=CC=1. No catalyst specified. The product is [CH2:1]([N:8]1[C:16]2[C:11](=[CH:12][C:13]([F:80])=[CH:14][CH:15]=2)[C@:10]2([CH2:18][C@H:17]2[C:19]2[CH:27]=[C:26]3[C:22]([CH:23]=[N:24][N:25]3[CH2:28][C:29]3[CH:34]=[CH:33][CH:32]=[CH:31][CH:30]=3)=[CH:21][CH:20]=2)[C:9]1=[O:35])[C:2]1[CH:7]=[CH:6][CH:5]=[CH:4][CH:3]=1. The yield is 0.630. (2) The reactants are [F:1][C:2]([F:11])([F:10])[C:3]1[CH:8]=[CH:7][CH:6]=[CH:5][C:4]=1[OH:9].C(N(CC)C(C)C)(C)C.[CH3:21][O:22][CH2:23]Cl. The catalyst is ClCCl.CC(OC)(C)C. The product is [CH3:21][O:22][CH2:23][O:9][C:4]1[CH:5]=[CH:6][CH:7]=[CH:8][C:3]=1[C:2]([F:10])([F:11])[F:1]. The yield is 0.920.